This data is from Full USPTO retrosynthesis dataset with 1.9M reactions from patents (1976-2016). The task is: Predict the reactants needed to synthesize the given product. (1) The reactants are: CN(C(O[N:9]1N=N[C:11]2[CH:12]=[CH:13][CH:14]=[N:15][C:10]1=2)=[N+](C)C)C.F[P-](F)(F)(F)(F)F.[F:25][C:26]1[CH:27]=[C:28]([C:33]2[CH:41]=[CH:40][C:36]([C:37]([OH:39])=O)=[CH:35][N:34]=2)[CH:29]=[C:30]([F:32])[CH:31]=1.[CH3:42][NH2:43]. Given the product [F:32][C:30]1[CH:29]=[C:28]([C:33]2[CH:41]=[CH:40][C:36]([C:37]([NH:43][CH2:42][CH:11]3[CH2:12][CH2:13][CH2:14][N:9]([C:10]4[CH:11]=[CH:12][CH:13]=[CH:14][N:15]=4)[CH2:10]3)=[O:39])=[CH:35][N:34]=2)[CH:27]=[C:26]([F:25])[CH:31]=1, predict the reactants needed to synthesize it. (2) Given the product [NH2:3][C:4]1[N:9]=[CH:8][C:7](/[CH:10]=[CH:11]/[C:12]([NH:14][CH2:15][CH:16]2[CH2:20][C:19]3[CH:21]=[C:22]([C:26]4[CH:31]=[CH:30][C:29]([C:32]([N:34]5[CH2:39][CH2:38][N:37]([C:52](=[O:53])[CH2:51][CH2:50][O:49][CH2:48][CH2:47][O:46][CH2:45][CH2:44][C:43]([O:42][CH2:40][CH3:41])=[O:55])[CH2:36][CH2:35]5)=[O:33])=[CH:28][CH:27]=4)[CH:23]=[C:24]([Cl:25])[C:18]=3[O:17]2)=[O:13])=[CH:6][CH:5]=1, predict the reactants needed to synthesize it. The reactants are: Cl.Cl.[NH2:3][C:4]1[N:9]=[CH:8][C:7](/[CH:10]=[CH:11]/[C:12]([NH:14][CH2:15][CH:16]2[CH2:20][C:19]3[CH:21]=[C:22]([C:26]4[CH:31]=[CH:30][C:29]([C:32]([N:34]5[CH2:39][CH2:38][NH:37][CH2:36][CH2:35]5)=[O:33])=[CH:28][CH:27]=4)[CH:23]=[C:24]([Cl:25])[C:18]=3[O:17]2)=[O:13])=[CH:6][CH:5]=1.[CH2:40]([O:42][C:43](=[O:55])[CH2:44][CH2:45][O:46][CH2:47][CH2:48][O:49][CH2:50][CH2:51][C:52](O)=[O:53])[CH3:41].CN(C(ON1N=NC2C=CC=NC1=2)=[N+](C)C)C.F[P-](F)(F)(F)(F)F. (3) Given the product [OH:1][C:2]1[C:3]([O:14][CH3:15])=[CH:4][C:5]([N+:11]([O-:13])=[O:12])=[C:6]([CH:10]=1)[C:7]([O:9][CH3:16])=[O:8], predict the reactants needed to synthesize it. The reactants are: [OH:1][C:2]1[C:3]([O:14][CH3:15])=[CH:4][C:5]([N+:11]([O-:13])=[O:12])=[C:6]([CH:10]=1)[C:7]([OH:9])=[O:8].[CH3:16]O. (4) Given the product [F:1][C:2]1[CH:30]=[CH:29][CH:28]=[CH:27][C:3]=1[CH2:4][N:5]1[CH2:10][CH2:9][S:8][CH:7]([C:11]([NH:13][C:14]2[CH:15]=[C:16]3[C:20](=[CH:21][CH:22]=2)[NH:19][N:18]=[C:17]3[C:23]([OH:25])=[O:24])=[O:12])[CH2:6]1, predict the reactants needed to synthesize it. The reactants are: [F:1][C:2]1[CH:30]=[CH:29][CH:28]=[CH:27][C:3]=1[CH2:4][N:5]1[CH2:10][CH2:9][S:8][CH:7]([C:11]([NH:13][C:14]2[CH:15]=[C:16]3[C:20](=[CH:21][CH:22]=2)[NH:19][N:18]=[C:17]3[C:23]([O:25]C)=[O:24])=[O:12])[CH2:6]1.[Li+].[OH-].Cl. (5) Given the product [C:15]([O:19][C:20]([N:22]1[CH2:26][CH2:25][CH:24]([CH2:27][S:12]([C:11]2[N:7]([C:1]3[CH:2]=[CH:3][CH:4]=[CH:5][CH:6]=3)[N:8]=[N:9][N:10]=2)(=[O:29])=[O:13])[CH2:23]1)=[O:21])([CH3:18])([CH3:17])[CH3:16], predict the reactants needed to synthesize it. The reactants are: [C:1]1([N:7]2[C:11]([SH:12])=[N:10][N:9]=[N:8]2)[CH:6]=[CH:5][CH:4]=[CH:3][CH:2]=1.[OH-:13].[K+].[C:15]([O:19][C:20]([N:22]1[CH2:26][CH2:25][CH:24]([CH2:27]I)[CH2:23]1)=[O:21])([CH3:18])([CH3:17])[CH3:16].[OH:29]O.